This data is from Full USPTO retrosynthesis dataset with 1.9M reactions from patents (1976-2016). The task is: Predict the reactants needed to synthesize the given product. (1) Given the product [Cl:1][C:2]1[CH:10]=[C:9]2[C:5]([C:6]([C:20]([N:29]3[CH2:34][CH2:33][CH:32]([N:35]4[C:43]5[C:38](=[CH:39][CH:40]=[CH:41][CH:42]=5)[CH2:37][C:36]4=[O:44])[CH2:31][CH2:30]3)=[O:22])=[CH:7][N:8]2[CH2:11][C:12]2[CH:17]=[C:16]([F:18])[CH:15]=[C:14]([F:19])[CH:13]=2)=[CH:4][CH:3]=1, predict the reactants needed to synthesize it. The reactants are: [Cl:1][C:2]1[CH:10]=[C:9]2[C:5]([C:6]([C:20]([OH:22])=O)=[CH:7][N:8]2[CH2:11][C:12]2[CH:17]=[C:16]([F:18])[CH:15]=[C:14]([F:19])[CH:13]=2)=[CH:4][CH:3]=1.C(Cl)(=O)C(Cl)=O.[NH:29]1[CH2:34][CH2:33][CH:32]([N:35]2[C:43]3[C:38](=[CH:39][CH:40]=[CH:41][CH:42]=3)[CH2:37][C:36]2=[O:44])[CH2:31][CH2:30]1.C(N(CC)CC)C. (2) Given the product [CH3:12][C:10]1[CH:11]=[C:2]([C:16]2[CH:17]=[CH:18][CH:19]=[CH:20][C:15]=2[C:14]([F:25])([F:24])[F:13])[C:3]([C:4]([O:6][CH3:7])=[O:5])=[CH:8][CH:9]=1, predict the reactants needed to synthesize it. The reactants are: Br[C:2]1[CH:11]=[C:10]([CH3:12])[CH:9]=[CH:8][C:3]=1[C:4]([O:6][CH3:7])=[O:5].[F:13][C:14]([F:25])([F:24])[C:15]1[CH:20]=[CH:19][CH:18]=[CH:17][C:16]=1B(O)O.C1(P(C2CCCCC2)C2C=CC=CC=2C2C=CC=CC=2N(C)C)CCCCC1.P([O-])([O-])([O-])=O.[K+].[K+].[K+]. (3) Given the product [CH3:32][C:22]1[N:21]([C:18]2[CH:17]=[CH:16][C:15]([O:14][CH:11]3[CH2:12][CH2:13][NH:8][CH2:9][CH2:10]3)=[CH:20][CH:19]=2)[C:30](=[O:31])[C:29]2[C:24](=[CH:25][CH:26]=[CH:27][CH:28]=2)[N:23]=1, predict the reactants needed to synthesize it. The reactants are: C(OC([N:8]1[CH2:13][CH2:12][CH:11]([O:14][C:15]2[CH:20]=[CH:19][C:18]([N:21]3[C:30](=[O:31])[C:29]4[C:24](=[CH:25][CH:26]=[CH:27][CH:28]=4)[N:23]=[C:22]3[CH3:32])=[CH:17][CH:16]=2)[CH2:10][CH2:9]1)=O)(C)(C)C.FC(F)(F)C(O)=O. (4) The reactants are: F[C:2]1[CH:9]=[CH:8][C:5]([C:6]#[N:7])=[C:4]([O:10][CH3:11])[CH:3]=1.[N:12]1([C:17]2[CH2:22][CH2:21][C:20]([CH3:24])([CH3:23])[CH:19]([NH2:25])[CH:18]=2)[CH:16]=[CH:15][N:14]=[CH:13]1. Given the product [N:12]1([C:17]2[CH2:22][CH2:21][C:20]([CH3:23])([CH3:24])[CH:19]([NH:25][C:2]3[CH:9]=[CH:8][C:5]([C:6]#[N:7])=[C:4]([O:10][CH3:11])[CH:3]=3)[CH:18]=2)[CH:16]=[CH:15][N:14]=[CH:13]1, predict the reactants needed to synthesize it. (5) Given the product [CH3:42][C@H:38]([O:37][C:35]1[N:34]=[C:33]2[C:29]([N:30]=[C:31]([O:61][CH3:62])[N:32]2[CH2:43][CH2:44][CH:45]2[CH2:50][CH2:49][CH2:48][NH:47][CH2:46]2)=[C:28]([NH2:27])[N:36]=1)[CH2:39][CH2:40][CH3:41], predict the reactants needed to synthesize it. The reactants are: C(OC1N=C2C(N=C(OC)N2CCCC2CCCCN2)=C(N)N=1)CCC.[NH2:27][C:28]1[N:36]=[C:35]([O:37][C@@H:38]([CH3:42])[CH2:39][CH2:40][CH3:41])[N:34]=[C:33]2[C:29]=1[N:30]=[C:31]([O:61][CH3:62])[N:32]2[CH2:43][CH2:44][CH:45]1[CH2:50][CH2:49][CH2:48][N:47](C(OCC2C=CC=CC=2)=O)[CH2:46]1. (6) Given the product [CH3:47][C:45]1[N:46]=[C:42]([C:33]2[C:32](=[O:48])[N:31]3[CH2:21][CH2:22][CH2:23][C:24]4[CH:29]=[CH:28][N:27]=[CH:26][C:25]=4[C:30]3=[C:35]([C:36]3[CH:41]=[CH:40][N:39]=[CH:38][CH:37]=3)[CH:34]=2)[S:43][CH:44]=1, predict the reactants needed to synthesize it. The reactants are: C1(P(C2C=CC=CC=2)C2C=CC=CC=2)C=CC=CC=1.O[CH2:21][CH2:22][CH2:23][C:24]1[CH:29]=[CH:28][N:27]=[CH:26][C:25]=1[C:30]1[NH:31][C:32](=[O:48])[C:33]([C:42]2[S:43][CH:44]=[C:45]([CH3:47])[N:46]=2)=[CH:34][C:35]=1[C:36]1[CH:41]=[CH:40][N:39]=[CH:38][CH:37]=1.N(C(OCC)=O)=NC(OCC)=O.O. (7) Given the product [CH:2]12[O:9][CH:1]1[CH2:22][CH2:17][CH2:18][CH2:19][CH2:4][CH2:5][CH2:6][CH2:7][CH2:8][CH2:3]2, predict the reactants needed to synthesize it. The reactants are: [CH2:1]1[O:9][CH:2]1[C:3]1[CH:8]=[CH:7][CH:6]=[CH:5][CH:4]=1.[SiH](CC)(CC)CC.[C:17]1(C)[CH:22]=CC=[CH:19][CH:18]=1.